From a dataset of Reaction yield outcomes from USPTO patents with 853,638 reactions. Predict the reaction yield, written as a fraction of the theoretical maximum amount of product (1.0 means a 100% yield; for example, 0.34 means a 34% yield). (1) The reactants are [OH-:1].[Li+].OO.[O-]O.[Li+].C([C@@H]1COC(=O)N1[C:21](=[O:40])[C@@H:22]([C:29]1[CH:34]=[CH:33][C:32]([S:35]([CH3:38])(=[O:37])=[O:36])=[C:31]([Cl:39])[CH:30]=1)[CH2:23][CH:24]1[CH2:28][CH2:27][CH2:26][CH2:25]1)C1C=CC=CC=1. The catalyst is O.O1CCCC1. The product is [Cl:39][C:31]1[CH:30]=[C:29]([C@@H:22]([CH2:23][CH:24]2[CH2:25][CH2:26][CH2:27][CH2:28]2)[C:21]([OH:40])=[O:1])[CH:34]=[CH:33][C:32]=1[S:35]([CH3:38])(=[O:36])=[O:37]. The yield is 0.850. (2) The reactants are [CH3:1][C:2]1[CH:3]=[CH:4][C:5]([N+:22]([O-])=O)=[C:6]([S:8]([NH:11][C:12]2[CH:13]=[CH:14][CH:15]=[C:16]3[C:21]=2[N:20]=[CH:19][CH:18]=[CH:17]3)(=[O:10])=[O:9])[CH:7]=1.Cl[Sn]Cl. The catalyst is Cl.CCO. The product is [NH2:22][C:5]1[CH:4]=[CH:3][C:2]([CH3:1])=[CH:7][C:6]=1[S:8]([NH:11][C:12]1[CH:13]=[CH:14][CH:15]=[C:16]2[C:21]=1[N:20]=[CH:19][CH:18]=[CH:17]2)(=[O:10])=[O:9]. The yield is 0.500. (3) The reactants are [Cl:1][C:2]1[N:10]=[C:9]([Cl:11])[C:8]([F:12])=[CH:7][C:3]=1[C:4](O)=[O:5].CSC. The yield is 0.970. The catalyst is C1COCC1. The product is [Cl:1][C:2]1[C:3]([CH2:4][OH:5])=[CH:7][C:8]([F:12])=[C:9]([Cl:11])[N:10]=1. (4) The reactants are [F:1][C:2]1[CH:7]=[CH:6][C:5]([C:8]2[O:9][CH:10]=[C:11]([CH2:13][C:14]#[N:15])[N:12]=2)=[CH:4][CH:3]=1.Cl.Cl[CH2:18][CH2:19][N:20]([CH2:22][CH2:23]Cl)[CH3:21]. No catalyst specified. The product is [F:1][C:2]1[CH:3]=[CH:4][C:5]([C:8]2[O:9][CH:10]=[C:11]([C:13]3([C:14]#[N:15])[CH2:23][CH2:22][N:20]([CH3:21])[CH2:19][CH2:18]3)[N:12]=2)=[CH:6][CH:7]=1. The yield is 0.300.